Dataset: Catalyst prediction with 721,799 reactions and 888 catalyst types from USPTO. Task: Predict which catalyst facilitates the given reaction. (1) Reactant: [NH2:1][C:2]1[C:3](=[O:13])[N:4]([CH2:10][CH2:11][CH3:12])[C:5](=[O:9])[NH:6][C:7]=1[NH2:8].[F:14][C:15]([F:32])([F:31])[C:16]1[CH:17]=[C:18]([CH:28]=[CH:29][CH:30]=1)[CH2:19][N:20]1[CH:24]=[C:23]([C:25](O)=[O:26])[CH:22]=[N:21]1.CCN=C=NCCCN(C)C.Cl. Product: [NH2:8][C:7]1[NH:6][C:5](=[O:9])[N:4]([CH2:10][CH2:11][CH3:12])[C:3](=[O:13])[C:2]=1[NH:1][C:25]([C:23]1[CH:22]=[N:21][N:20]([CH2:19][C:18]2[CH:28]=[CH:29][CH:30]=[C:16]([C:15]([F:32])([F:14])[F:31])[CH:17]=2)[CH:24]=1)=[O:26]. The catalyst class is: 5. (2) The catalyst class is: 24. Reactant: C([NH:9][C:10]([NH:12][CH2:13][CH:14]1[CH2:19][CH2:18][CH:17]([NH:20][C:21](=[O:30])[O:22][CH2:23][C:24]2[CH:29]=[CH:28][CH:27]=[CH:26][CH:25]=2)[CH2:16][CH2:15]1)=[S:11])(=O)C1C=CC=CC=1.C([O-])([O-])=O.[K+].[K+]. Product: [CH2:23]([O:22][C:21](=[O:30])[NH:20][CH:17]1[CH2:16][CH2:15][CH:14]([CH2:13][NH:12][C:10]([NH2:9])=[S:11])[CH2:19][CH2:18]1)[C:24]1[CH:25]=[CH:26][CH:27]=[CH:28][CH:29]=1.